From a dataset of Full USPTO retrosynthesis dataset with 1.9M reactions from patents (1976-2016). Predict the reactants needed to synthesize the given product. (1) Given the product [F:45][C:26]([F:25])([F:44])[C:27]([N:29]1[CH2:38][CH2:37][C:36]2[C:31](=[CH:32][C:33]3[CH2:42][CH2:41][CH2:40][C@H:39]([OH:43])[C:34]=3[CH:35]=2)[CH2:30]1)=[O:28], predict the reactants needed to synthesize it. The reactants are: B1(C)OC(C2C=CC=CC=2)(C2C=CC=CC=2)[C@@H]2N1CCC2.S(C)C.[F:25][C:26]([F:45])([F:44])[C:27]([N:29]1[CH2:38][CH2:37][C:36]2[C:31](=[CH:32][C:33]3[CH2:42][CH2:41][CH2:40][C:39](=[O:43])[C:34]=3[CH:35]=2)[CH2:30]1)=[O:28]. (2) Given the product [C:1]([O:5][C:6]([CH:8]1[CH2:12][CH2:11][CH2:10][N:9]1[C:13](=[O:36])[CH:14]([NH:19][C:20](=[O:35])[C:21]1[CH:26]=[CH:27][C:28]([O:52][CH3:51])=[CH:23][CH:22]=1)[C:15]([CH3:16])([CH3:17])[CH3:18])=[O:7])([CH3:2])([CH3:3])[CH3:4], predict the reactants needed to synthesize it. The reactants are: [C:1]([O:5][C:6]([CH:8]1[CH2:12][CH2:11][CH2:10][N:9]1[C:13](=[O:36])[CH:14]([NH:19][C:20](=[O:35])[CH2:21][CH:22]1C2C=CC=CC=2[C:28]2[C:23]1=CC=[CH:26][CH:27]=2)[C:15]([CH3:18])([CH3:17])[CH3:16])=[O:7])([CH3:4])([CH3:3])[CH3:2].C(NCC)C.CCN(C(C)C)C(C)C.[CH3:51][O:52]C1C=CC(C(Cl)=O)=CC=1.